This data is from Reaction yield outcomes from USPTO patents with 853,638 reactions. The task is: Predict the reaction yield, written as a fraction of the theoretical maximum amount of product (1.0 means a 100% yield; for example, 0.34 means a 34% yield). (1) The reactants are [Na+].[Na+].[P:3]([O-:32])([O-:31])([O:5][CH2:6][N:7]1[C:16]2[C:11](=[C:12]([F:21])[CH:13]=[CH:14][C:15]=2[O:17][CH2:18][CH2:19][CH3:20])[C:10](=[O:22])[C:9]([C:23]2[CH:28]=[CH:27][C:26]([O:29][CH3:30])=[CH:25][CH:24]=2)=[CH:8]1)=[O:4].[Cl-].[Mg+2:34].[Cl-]. The catalyst is CO. The product is [Mg+2:34].[P:3]([O-:32])([O-:31])([O:5][CH2:6][N:7]1[C:16]2[C:11](=[C:12]([F:21])[CH:13]=[CH:14][C:15]=2[O:17][CH2:18][CH2:19][CH3:20])[C:10](=[O:22])[C:9]([C:23]2[CH:24]=[CH:25][C:26]([O:29][CH3:30])=[CH:27][CH:28]=2)=[CH:8]1)=[O:4]. The yield is 0.880. (2) The reactants are Cl[C:2]1[CH:7]=[CH:6][N:5]=[CH:4][C:3]=1[NH2:8].CC(C1C=C(C(C)C)C(C2C=CC=CC=2P(C2CCCCC2)C2CCCCC2)=C(C(C)C)C=1)C.C([O-])(=O)C.[K+].[O:48]1[CH2:53][CH2:52][CH:51]([CH2:54][CH:55]=O)[CH2:50][CH2:49]1. The catalyst is CC(N(C)C)=O.C1C=CC(/C=C/C(/C=C/C2C=CC=CC=2)=O)=CC=1.C1C=CC(/C=C/C(/C=C/C2C=CC=CC=2)=O)=CC=1.C1C=CC(/C=C/C(/C=C/C2C=CC=CC=2)=O)=CC=1.[Pd].[Pd]. The product is [O:48]1[CH2:53][CH2:52][CH:51]([C:54]2[C:2]3[C:3](=[CH:4][N:5]=[CH:6][CH:7]=3)[NH:8][CH:55]=2)[CH2:50][CH2:49]1. The yield is 0.998. (3) The reactants are [N+:1]([C:4]1[C:5]([CH:10](C(OCC)=O)[C:11]([O:13][CH2:14][CH3:15])=[O:12])=[N:6][CH:7]=[CH:8][CH:9]=1)([O-:3])=[O:2].O.[Cl-].[Li+]. The catalyst is CS(C)=O.[Cl-].[Na+].O. The product is [N+:1]([C:4]1[C:5]([CH2:10][C:11]([O:13][CH2:14][CH3:15])=[O:12])=[N:6][CH:7]=[CH:8][CH:9]=1)([O-:3])=[O:2]. The yield is 0.920. (4) The reactants are [Cl-].[Al+3].[Cl-].[Cl-].[Cl:5][C:6]1[CH:14]=[CH:13][C:9]([C:10](Cl)=[O:11])=[CH:8][C:7]=1[S:15](=[O:18])(=[O:17])[NH2:16].[CH3:19][N:20]1[C:25](=[O:26])[CH2:24][CH2:23][C:22]2[C:27]3[CH:28]=[CH:29][CH:30]=[CH:31][C:32]=3[CH2:33][C:21]1=2. The catalyst is ClCCl. The product is [Cl:5][C:6]1[CH:14]=[CH:13][C:9]([C:10]([C:30]2[CH:29]=[CH:28][C:27]3[C:22]4[CH2:23][CH2:24][C:25](=[O:26])[N:20]([CH3:19])[C:21]=4[CH2:33][C:32]=3[CH:31]=2)=[O:11])=[CH:8][C:7]=1[S:15]([NH2:16])(=[O:18])=[O:17]. The yield is 0.530. (5) The reactants are [CH3:1][N:2]([CH2:12][CH2:13][N:14]1[C:23]2[C:18](=[CH:19][CH:20]=[C:21]([N+:24]([O-])=O)[CH:22]=2)[CH2:17][CH2:16][CH2:15]1)[C:3](=[O:11])[O:4][C:5]1[CH:10]=[CH:9][CH:8]=[CH:7][CH:6]=1. The catalyst is C(O)C.[Pd]. The product is [NH2:24][C:21]1[CH:22]=[C:23]2[C:18]([CH2:17][CH2:16][CH2:15][N:14]2[CH2:13][CH2:12][N:2]([CH3:1])[C:3](=[O:11])[O:4][C:5]2[CH:6]=[CH:7][CH:8]=[CH:9][CH:10]=2)=[CH:19][CH:20]=1. The yield is 0.990. (6) The reactants are [N+:1](/[C:3](/[C:19](/[N+:35]#[C-:36])=[CH:20]/[C:21]1[CH:26]=[CH:25][C:24]([O:27][Si](C(C)(C)C)(C)C)=[CH:23][CH:22]=1)=[CH:4]\[C:5]1[CH:10]=[CH:9][C:8]([O:11][Si](C(C)(C)C)(C)C)=[CH:7][CH:6]=1)#[C-:2].C(O)(=O)C.[F-].C([N+](CCCC)(CCCC)CCCC)CCC.O1CCCC1. The catalyst is O1CCCC1. The product is [N+:1](/[C:3](/[C:19](/[N+:35]#[C-:36])=[CH:20]/[C:21]1[CH:22]=[CH:23][C:24]([OH:27])=[CH:25][CH:26]=1)=[CH:4]\[C:5]1[CH:6]=[CH:7][C:8]([OH:11])=[CH:9][CH:10]=1)#[C-:2]. The yield is 0.850. (7) The reactants are [O:1]1[CH2:6][CH2:5][CH:4]([C:7]([C:9]2[S:13][C:12]([NH2:14])=[N:11][C:10]=2[C:15]2[CH:19]=[CH:18][O:17][CH:16]=2)=[O:8])[CH2:3][CH2:2]1.[Cl:20][C:21]1[N:22]=[CH:23][CH:24]=[C:25]([CH:29]=1)[C:26](Cl)=[O:27]. The catalyst is N1C=CC=CC=1.CN(C1C=CN=CC=1)C. The product is [Cl:20][C:21]1[CH:29]=[C:25]([C:26]([NH:14][C:12]2[S:13][C:9]([C:7]([CH:4]3[CH2:5][CH2:6][O:1][CH2:2][CH2:3]3)=[O:8])=[C:10]([C:15]3[CH:19]=[CH:18][O:17][CH:16]=3)[N:11]=2)=[O:27])[CH:24]=[CH:23][N:22]=1. The yield is 0.360. (8) The reactants are [CH:1]1([NH:7][C:8]2[CH:15]=[CH:14][C:11]([C:12]#[N:13])=[CH:10][N:9]=2)[CH2:6][CH2:5][CH2:4][CH2:3][CH2:2]1.[H][H]. The catalyst is CO.FC(F)(F)C(O)=O.[Pd]. The product is [NH2:13][CH2:12][C:11]1[CH:14]=[CH:15][C:8]([NH:7][CH:1]2[CH2:2][CH2:3][CH2:4][CH2:5][CH2:6]2)=[N:9][CH:10]=1. The yield is 0.540. (9) The reactants are Cl.[O:2]1[CH2:8][CH2:7][CH2:6][NH:5][CH2:4][CH2:3]1.[CH:9]([C:11]1[CH:16]=[CH:15][C:14]([C:17]#[C:18][C:19]2[CH:29]=[CH:28][C:22]([C:23]([O:25][CH2:26][CH3:27])=[O:24])=[CH:21][CH:20]=2)=[CH:13][CH:12]=1)=O.C(O[BH-](OC(=O)C)OC(=O)C)(=O)C.[Na+].C(=O)([O-])O.[Na+]. The catalyst is C(Cl)(Cl)Cl.C(O)(=O)C. The product is [O:2]1[CH2:8][CH2:7][CH2:6][N:5]([CH2:9][C:11]2[CH:12]=[CH:13][C:14]([C:17]#[C:18][C:19]3[CH:20]=[CH:21][C:22]([C:23]([O:25][CH2:26][CH3:27])=[O:24])=[CH:28][CH:29]=3)=[CH:15][CH:16]=2)[CH2:4][CH2:3]1. The yield is 0.520.